Dataset: Forward reaction prediction with 1.9M reactions from USPTO patents (1976-2016). Task: Predict the product of the given reaction. Given the reactants [Br:1][C:2]1[CH:3]=[N:4][CH:5]=[C:6]([C:8]2[N:9]=[N:10][NH:11][N:12]=2)[CH:7]=1.CC1(C)C(C)(C)OB([C:21]2[S:25][C:24]3[CH:26]=[CH:27][C:28]([NH2:30])=[CH:29][C:23]=3[CH:22]=2)O1.C1(P(C2C=CC=CC=2)C2C=CC=CC=2)C=CC=CC=1.C(=O)([O-])[O-].[Na+].[Na+], predict the reaction product. The product is: [N:12]1[NH:11][N:10]=[N:9][C:8]=1[C:6]1[CH:7]=[C:2]([C:21]2[S:25][C:24]3[CH:26]=[CH:27][C:28]([NH2:30])=[CH:29][C:23]=3[CH:22]=2)[CH:3]=[N:4][CH:5]=1.[Br:1][C:2]1[CH:3]=[N:4][CH:5]=[C:6]([C:8]2[N:9]=[N:10][NH:11][N:12]=2)[CH:7]=1.